This data is from Peptide-MHC class II binding affinity with 134,281 pairs from IEDB. The task is: Regression. Given a peptide amino acid sequence and an MHC pseudo amino acid sequence, predict their binding affinity value. This is MHC class II binding data. (1) The peptide sequence is MWDPDVYLAFSGHRN. The MHC is HLA-DQA10201-DQB10202 with pseudo-sequence HLA-DQA10201-DQB10202. The binding affinity (normalized) is 0.0495. (2) The peptide sequence is AFILDGDNSFPKV. The MHC is DRB3_0101 with pseudo-sequence DRB3_0101. The binding affinity (normalized) is 0.821. (3) The peptide sequence is GARILTSESQLTITK. The MHC is DRB1_0101 with pseudo-sequence DRB1_0101. The binding affinity (normalized) is 0.656.